From a dataset of Full USPTO retrosynthesis dataset with 1.9M reactions from patents (1976-2016). Predict the reactants needed to synthesize the given product. (1) Given the product [F:28][C:25]1[CH:26]=[CH:27][C:22]2[N:23]([CH:29]=[C:20]([C:18]([NH:17][C@H:14]3[CH2:13][CH2:12][C@@H:11]([N:8]4[C:9](=[O:10])[C:4]5[CH:3]=[C:2]([F:1])[CH:58]=[N:57][C:5]=5[N:6]([C:31]5[CH:32]=[C:33]([C:37]6[CH:42]=[CH:41][C:40]([CH2:43][CH:44]7[CH2:45][CH2:46][NH:47][CH2:48][CH2:49]7)=[CH:39][CH:38]=6)[CH:34]=[CH:35][CH:36]=5)[C:7]4=[O:30])[CH2:16][CH2:15]3)=[O:19])[N:21]=2)[CH:24]=1, predict the reactants needed to synthesize it. The reactants are: [F:1][C:2]1[CH:58]=[N:57][C:5]2[N:6]([C:31]3[CH:32]=[C:33]([C:37]4[CH:42]=[CH:41][C:40]([CH2:43][CH:44]5[CH2:49][CH2:48][N:47](C(OC(C)(C)C)=O)[CH2:46][CH2:45]5)=[CH:39][CH:38]=4)[CH:34]=[CH:35][CH:36]=3)[C:7](=[O:30])[N:8]([C@H:11]3[CH2:16][CH2:15][C@@H:14]([NH:17][C:18]([C:20]4[N:21]=[C:22]5[CH:27]=[CH:26][C:25]([F:28])=[CH:24][N:23]5[CH:29]=4)=[O:19])[CH2:13][CH2:12]3)[C:9](=[O:10])[C:4]=2[CH:3]=1.FC(F)(F)C(O)=O. (2) Given the product [Cl:19][C:20]1[C:25]([N:26]([CH3:28])[C:7](=[O:9])[C:6]2[CH:10]=[CH:11][CH:12]=[N:13][C:5]=2[O:4][C:3]2[CH:14]=[C:15]([Cl:18])[CH:16]=[CH:17][C:2]=2[Cl:1])=[C:24]([CH3:27])[CH:23]=[CH:22][N:21]=1, predict the reactants needed to synthesize it. The reactants are: [Cl:1][C:2]1[CH:17]=[CH:16][C:15]([Cl:18])=[CH:14][C:3]=1[O:4][C:5]1[N:13]=[CH:12][CH:11]=[CH:10][C:6]=1[C:7]([OH:9])=O.[Cl:19][C:20]1[C:25]([NH2:26])=[C:24]([CH3:27])[CH:23]=[CH:22][N:21]=1.[CH2:28](N(C(C)C)C(C)C)C.CN(C(ON1N=NC2C=CC=NC1=2)=[N+](C)C)C.F[P-](F)(F)(F)(F)F.[H-].[Na+].IC. (3) Given the product [OH:8][CH2:9][CH2:10][CH2:11][N:12]1[CH2:17][CH2:16][NH:15][CH2:14][C:13]1=[O:25], predict the reactants needed to synthesize it. The reactants are: [Si]([O:8][CH2:9][CH2:10][CH2:11][N:12]1[CH2:17][CH2:16][N:15](C(OC(C)(C)C)=O)[CH2:14][C:13]1=[O:25])(C(C)(C)C)(C)C.Cl. (4) Given the product [NH2:11][C:6]1[C:5]([N+:15]([O-:17])=[O:16])=[CH:4][C:3]([C:1]#[N:2])=[C:8]([O:9][CH3:10])[CH:7]=1, predict the reactants needed to synthesize it. The reactants are: [C:1]([C:3]1[C:8]([O:9][CH3:10])=[CH:7][C:6]([NH:11]C(=O)C)=[C:5]([N+:15]([O-:17])=[O:16])[CH:4]=1)#[N:2].Cl. (5) Given the product [CH:9]([N:12]1[CH2:17][CH2:16][CH:15]([N:18]([CH2:2][C:3]2[CH:7]=[C:6]([CH3:8])[O:5][N:4]=2)[S:19]([CH2:22][CH2:23][NH:24][C:25]([C:27]2[S:28][C:29]([Cl:32])=[CH:30][CH:31]=2)=[O:26])(=[O:20])=[O:21])[CH2:14][CH2:13]1)([CH3:11])[CH3:10], predict the reactants needed to synthesize it. The reactants are: Cl[CH2:2][C:3]1[CH:7]=[C:6]([CH3:8])[O:5][N:4]=1.[CH:9]([N:12]1[CH2:17][CH2:16][CH:15]([NH:18][S:19]([CH2:22][CH2:23][NH:24][C:25]([C:27]2[S:28][C:29]([Cl:32])=[CH:30][CH:31]=2)=[O:26])(=[O:21])=[O:20])[CH2:14][CH2:13]1)([CH3:11])[CH3:10]. (6) Given the product [F:1][C:2]([F:10])([S:6]([O-:9])(=[O:8])=[O:7])[CH:3]([F:5])[F:4].[F:58][C:14]([F:13])([C:42]([F:56])([F:57])[C:43]([F:54])([F:55])[C:44]([F:52])([F:53])[C:45]([F:50])([F:51])[C:46]([F:47])([F:48])[F:49])[CH2:15][CH2:16][P+:17]([CH2:26][CH2:27][CH2:28][CH2:29][CH2:30][CH2:31][CH2:32][CH3:33])([CH2:18][CH2:19][CH2:20][CH2:21][CH2:22][CH2:23][CH2:24][CH3:25])[CH2:34][CH2:35][CH2:36][CH2:37][CH2:38][CH2:39][CH2:40][CH3:41], predict the reactants needed to synthesize it. The reactants are: [F:1][C:2]([F:10])([S:6]([O-:9])(=[O:8])=[O:7])[CH:3]([F:5])[F:4].[K+].[I-].[F:13][C:14]([F:58])([C:42]([F:57])([F:56])[C:43]([F:55])([F:54])[C:44]([F:53])([F:52])[C:45]([F:51])([F:50])[C:46]([F:49])([F:48])[F:47])[CH2:15][CH2:16][P+:17]([CH2:34][CH2:35][CH2:36][CH2:37][CH2:38][CH2:39][CH2:40][CH3:41])([CH2:26][CH2:27][CH2:28][CH2:29][CH2:30][CH2:31][CH2:32][CH3:33])[CH2:18][CH2:19][CH2:20][CH2:21][CH2:22][CH2:23][CH2:24][CH3:25]. (7) Given the product [CH3:1][O:2][C:3](=[O:24])[CH2:4][CH2:5][CH2:6][CH2:7][CH2:8][O:9][C:10]1[CH:15]=[CH:14][C:13]2[N:16]=[C:28]([O:27][CH2:25][CH3:26])[N:17]([C:18]3[CH:19]=[CH:20][CH:21]=[CH:22][CH:23]=3)[C:12]=2[CH:11]=1, predict the reactants needed to synthesize it. The reactants are: [CH3:1][O:2][C:3](=[O:24])[CH2:4][CH2:5][CH2:6][CH2:7][CH2:8][O:9][C:10]1[CH:15]=[CH:14][C:13]([NH2:16])=[C:12]([NH:17][C:18]2[CH:23]=[CH:22][CH:21]=[CH:20][CH:19]=2)[CH:11]=1.[CH2:25]([O:27][C:28](OCC)(OCC)OCC)[CH3:26].[OH-].[Na+].